From a dataset of Catalyst prediction with 721,799 reactions and 888 catalyst types from USPTO. Predict which catalyst facilitates the given reaction. Reactant: [CH2:1]([C:5]1[N:6]([CH2:18][CH2:19][CH2:20][NH:21][C:22](=[O:28])[O:23][C:24]([CH3:27])([CH3:26])[CH3:25])[C:7]2[C:16]3[CH:15]=[CH:14][CH:13]=[CH:12][C:11]=3[N:10]=[CH:9][C:8]=2[N:17]=1)[CH2:2][CH2:3][CH3:4].ClC1C=C(C=CC=1)C(OO)=[O:34].S(=O)(=O)(O)[O-].[Na+]. Product: [CH2:1]([C:5]1[N:6]([CH2:18][CH2:19][CH2:20][NH:21][C:22](=[O:28])[O:23][C:24]([CH3:27])([CH3:26])[CH3:25])[C:7]2[C:16]3[CH:15]=[CH:14][CH:13]=[CH:12][C:11]=3[N+:10]([O-:34])=[CH:9][C:8]=2[N:17]=1)[CH2:2][CH2:3][CH3:4]. The catalyst class is: 2.